Dataset: Full USPTO retrosynthesis dataset with 1.9M reactions from patents (1976-2016). Task: Predict the reactants needed to synthesize the given product. (1) The reactants are: [C:1]1([S:7]([NH:10][C:11]2[CH:16]=[CH:15][C:14]([NH:17][C:18]([CH2:20][C:21]3[CH:28]=[CH:27][C:24]([C:25]#[N:26])=[CH:23][CH:22]=3)=[O:19])=[C:13]([CH3:29])[CH:12]=2)(=[O:9])=[O:8])[CH:6]=[CH:5][CH:4]=[CH:3][CH:2]=1.Cl.C(=O)([O-])[O-].[NH4+:35].[NH4+]. Given the product [C:1]1([S:7]([NH:10][C:11]2[CH:16]=[CH:15][C:14]([NH:17][C:18]([CH2:20][C:21]3[CH:22]=[CH:23][C:24]([C:25]([NH2:35])=[NH:26])=[CH:27][CH:28]=3)=[O:19])=[C:13]([CH3:29])[CH:12]=2)(=[O:8])=[O:9])[CH:6]=[CH:5][CH:4]=[CH:3][CH:2]=1, predict the reactants needed to synthesize it. (2) Given the product [CH3:1][S:2]([N:5]1[CH2:6][CH2:7][CH:8]([O:11][C:12]2[CH:17]=[CH:16][C:15]([NH2:18])=[CH:14][CH:13]=2)[CH2:9][CH2:10]1)(=[O:4])=[O:3], predict the reactants needed to synthesize it. The reactants are: [CH3:1][S:2]([N:5]1[CH2:10][CH2:9][CH:8]([O:11][C:12]2[CH:17]=[CH:16][C:15]([N+:18]([O-])=O)=[CH:14][CH:13]=2)[CH2:7][CH2:6]1)(=[O:4])=[O:3].[Cl-].[NH4+]. (3) Given the product [NH2:1][C:2]1[N:28]=[C:6]([NH:9][C:10]2[CH:15]=[CH:14][C:13]([NH:16][C:17](=[O:26])[O:18][CH2:19][C:20]3[CH:21]=[CH:22][CH:23]=[CH:24][CH:25]=3)=[CH:12][CH:11]=2)[CH:5]=[CH:4][N:3]=1, predict the reactants needed to synthesize it. The reactants are: [NH2:1][C:2]1C=[C:6](Cl)[CH:5]=[CH:4][N:3]=1.[NH2:9][C:10]1[CH:15]=[CH:14][C:13]([NH:16][C:17](=[O:26])[O:18][CH2:19][C:20]2[CH:25]=[CH:24][CH:23]=[CH:22][CH:21]=2)=[CH:12][CH:11]=1.Cl.[N:28]1C=CC=CC=1.C(OCC)(=O)C.CCCCCC. (4) Given the product [CH3:16][O:15][CH2:14][CH2:13][O:12][C:9]1[CH:10]=[C:11]2[C:6](=[CH:7][C:8]=1[O:17][CH2:18][CH2:19][O:20][CH3:21])[N:5]=[CH:4][N:3]=[C:2]2[O:22][C:23]1[CH:24]=[N:25][N:26]([CH2:28][C:29]([O:31][C:32]([CH3:35])([CH3:34])[CH3:33])=[O:30])[CH:27]=1, predict the reactants needed to synthesize it. The reactants are: Cl[C:2]1[C:11]2[C:6](=[CH:7][C:8]([O:17][CH2:18][CH2:19][O:20][CH3:21])=[C:9]([O:12][CH2:13][CH2:14][O:15][CH3:16])[CH:10]=2)[N:5]=[CH:4][N:3]=1.[OH:22][C:23]1[CH:24]=[N:25][N:26]([CH2:28][C:29]([O:31][C:32]([CH3:35])([CH3:34])[CH3:33])=[O:30])[CH:27]=1. (5) Given the product [O:1]1[C:10]2[C:5](=[CH:6][CH:7]=[CH:8][CH:9]=2)[CH:4]([O:11][C:12]2[C:20]3[N:19]=[C:18]([CH3:21])[N:17]([CH3:22])[C:16]=3[CH:15]=[C:14]([C:23]([N:26]3[CH2:30][CH2:29][C@@H:28]([OH:31])[CH2:27]3)=[O:25])[CH:13]=2)[CH2:3][CH2:2]1, predict the reactants needed to synthesize it. The reactants are: [O:1]1[C:10]2[C:5](=[CH:6][CH:7]=[CH:8][CH:9]=2)[CH:4]([O:11][C:12]2[C:20]3[N:19]=[C:18]([CH3:21])[N:17]([CH3:22])[C:16]=3[CH:15]=[C:14]([C:23]([OH:25])=O)[CH:13]=2)[CH2:3][CH2:2]1.[NH:26]1[CH2:30][CH2:29][C@@H:28]([OH:31])[CH2:27]1.